Regression. Given two drug SMILES strings and cell line genomic features, predict the synergy score measuring deviation from expected non-interaction effect. From a dataset of NCI-60 drug combinations with 297,098 pairs across 59 cell lines. Drug 1: C1=NC2=C(N=C(N=C2N1C3C(C(C(O3)CO)O)O)F)N. Drug 2: CC1=C(C(=CC=C1)Cl)NC(=O)C2=CN=C(S2)NC3=CC(=NC(=N3)C)N4CCN(CC4)CCO. Cell line: K-562. Synergy scores: CSS=61.3, Synergy_ZIP=2.99, Synergy_Bliss=2.07, Synergy_Loewe=-40.1, Synergy_HSA=-1.54.